Predict the product of the given reaction. From a dataset of Forward reaction prediction with 1.9M reactions from USPTO patents (1976-2016). (1) Given the reactants Br[CH2:2][C:3]1[C:8]([CH3:9])=[CH:7][CH:6]=[CH:5][C:4]=1[N:10]1[C:14](=[O:15])[N:13]([CH3:16])[N:12]=[N:11]1.[CH3:17][C:18]1[CH:23]=[C:22]([C:24](=[N:26][O:27][CH3:28])[CH3:25])[CH:21]=[CH:20][C:19]=1[OH:29].C(=O)([O-])[O-].[K+].[K+], predict the reaction product. The product is: [CH3:17][C:18]1[CH:23]=[C:22]([C:24](=[N:26][O:27][CH3:28])[CH3:25])[CH:21]=[CH:20][C:19]=1[O:29][CH2:2][C:3]1[C:8]([CH3:9])=[CH:7][CH:6]=[CH:5][C:4]=1[N:10]1[C:14](=[O:15])[N:13]([CH3:16])[N:12]=[N:11]1. (2) The product is: [Cl:8][C:9]1[CH:14]=[CH:13][C:12]([C:15]2([OH:41])[CH2:16][CH2:17][CH:18]([CH2:21][N:23]3[CH2:28][CH2:27][CH2:26][CH:25]([CH2:29][O:30][C:31]4[CH:32]=[CH:33][C:34]([C:37]([F:38])([F:39])[F:40])=[CH:35][CH:36]=4)[CH2:24]3)[CH2:19][CH2:20]2)=[CH:11][CH:10]=1. Given the reactants OS([O-])(=O)=O.[Na+].O.[Cl:8][C:9]1[CH:14]=[CH:13][C:12]([C:15]2([OH:41])[CH2:20][CH2:19][CH:18]([C:21]([N:23]3[CH2:28][CH2:27][CH2:26][CH:25]([CH2:29][O:30][C:31]4[CH:36]=[CH:35][C:34]([C:37]([F:40])([F:39])[F:38])=[CH:33][CH:32]=4)[CH2:24]3)=O)[CH2:17][CH2:16]2)=[CH:11][CH:10]=1.[H-].[Al+3].[Li+].[H-].[H-].[H-], predict the reaction product. (3) Given the reactants [CH3:1][C:2]1[S:11][C:5]2[N:6]=[CH:7][N:8]=[C:9]([NH2:10])[C:4]=2[C:3]=1[C:12]1[CH:17]=[CH:16][C:15]([N+:18]([O-])=O)=[CH:14][CH:13]=1.O.[NH4+].[Cl-], predict the reaction product. The product is: [NH2:18][C:15]1[CH:14]=[CH:13][C:12]([C:3]2[C:4]3[C:9]([NH2:10])=[N:8][CH:7]=[N:6][C:5]=3[S:11][C:2]=2[CH3:1])=[CH:17][CH:16]=1.